This data is from Forward reaction prediction with 1.9M reactions from USPTO patents (1976-2016). The task is: Predict the product of the given reaction. (1) Given the reactants Br[C:2]1[C:7]([N+:8]([O-])=O)=[CH:6][CH:5]=[CH:4][N:3]=1.[C:11]1([NH:17][C:18](=O)[CH3:19])[CH:16]=[CH:15][CH:14]=[CH:13][CH:12]=1, predict the reaction product. The product is: [CH3:19][C:18]1[N:17]([C:11]2[CH:16]=[CH:15][CH:14]=[CH:13][CH:12]=2)[C:2]2=[N:3][CH:4]=[CH:5][CH:6]=[C:7]2[N:8]=1. (2) Given the reactants Br[C:2]1[CH:3]=[C:4]([N:8]2[C:12]3[CH:13]([OH:16])[CH2:14][CH2:15][C:11]=3[C:10]([C:17]([O:19][CH2:20][CH3:21])=[O:18])=[N:9]2)[CH:5]=[CH:6][CH:7]=1.[C:22]([C@:24]1([OH:31])[CH2:28][CH2:27][N:26]([CH3:29])[C:25]1=[O:30])#[CH:23], predict the reaction product. The product is: [OH:16][CH:13]1[C:12]2[N:8]([C:4]3[CH:5]=[CH:6][CH:7]=[C:2]([C:23]#[C:22][C@:24]4([OH:31])[CH2:28][CH2:27][N:26]([CH3:29])[C:25]4=[O:30])[CH:3]=3)[N:9]=[C:10]([C:17]([O:19][CH2:20][CH3:21])=[O:18])[C:11]=2[CH2:15][CH2:14]1. (3) Given the reactants [CH3:1][C:2]1[N:7]=[CH:6][C:5]([NH:8][C:9](=[O:15])[O:10][C:11]([CH3:14])([CH3:13])[CH3:12])=[CH:4][CH:3]=1.CN(CCN(C)C)C.C([Li])CCC.[I:29]I.[O-]S([O-])(=S)=O.[Na+].[Na+], predict the reaction product. The product is: [I:29][C:4]1[CH:3]=[C:2]([CH3:1])[N:7]=[CH:6][C:5]=1[NH:8][C:9](=[O:15])[O:10][C:11]([CH3:12])([CH3:14])[CH3:13]. (4) Given the reactants C(=O)([O-])[O-].[K+].[K+].OC1C=CC=C2C=1N=CC=C2.[F:18][C:19]1[CH:20]=[C:21]([C:26]2[CH:27]=[CH:28][C:29](=[O:40])[N:30]([CH2:32][C:33]3[CH:38]=[CH:37][CH:36]=[C:35](I)[CH:34]=3)[N:31]=2)[CH:22]=[C:23]([F:25])[CH:24]=1.[CH3:41][C:42]1[CH:43]=[CH:44][C:45](=[O:48])[NH:46][N:47]=1.N, predict the reaction product. The product is: [F:18][C:19]1[CH:20]=[C:21]([C:26]2[CH:27]=[CH:28][C:29](=[O:40])[N:30]([CH2:32][C:33]3[CH:34]=[C:35]([N:46]4[C:45](=[O:48])[CH:44]=[CH:43][C:42]([CH3:41])=[N:47]4)[CH:36]=[CH:37][CH:38]=3)[N:31]=2)[CH:22]=[C:23]([F:25])[CH:24]=1. (5) Given the reactants Br[C:2]1[C:11]2[C:6](=[CH:7][CH:8]=[CH:9][CH:10]=2)[CH:5]=[CH:4][CH:3]=1.[Li][CH2:13][CH2:14][CH2:15][CH3:16].[Br:17][C:18]1[CH:31]=[CH:30][C:29]2[C:28](=O)[C:27]3[C:22](=[CH:23][CH:24]=[CH:25][CH:26]=3)[C:21](=O)[C:20]=2[CH:19]=1.Cl, predict the reaction product. The product is: [Br:17][C:18]1[CH:31]=[CH:30][C:29]2[C:20](=[C:21]([C:13]3[C:11]4[C:2](=[CH:3][CH:4]=[CH:5][CH:6]=4)[CH:16]=[CH:15][CH:14]=3)[C:22]3[C:27]([C:28]=2[C:2]2[C:11]4[C:6](=[CH:7][CH:8]=[CH:9][CH:10]=4)[CH:5]=[CH:4][CH:3]=2)=[CH:26][CH:25]=[CH:24][CH:23]=3)[CH:19]=1. (6) Given the reactants [CH2:1]1[C:9]2[C:4](=[CH:5][C:6]([C:15]([O:17]CC)=[O:16])=[C:7]([C:10]([O:12]CC)=[O:11])[CH:8]=2)[CH2:3][CH2:2]1.Cl, predict the reaction product. The product is: [CH2:1]1[C:9]2[C:4](=[CH:5][C:6]([C:15]([OH:17])=[O:16])=[C:7]([C:10]([OH:12])=[O:11])[CH:8]=2)[CH2:3][CH2:2]1. (7) Given the reactants Cl[C:2]1[CH:3]=[C:4]([NH:10][C:11]2[CH:16]=[CH:15][C:14]([S:17]([CH3:20])(=[O:19])=[O:18])=[CH:13][N:12]=2)[C:5](=[O:9])[N:6]([CH3:8])[N:7]=1.B1(B2OC(C)(C)C(C)(C)O2)OC(C)(C)C(C)(C)O1.CC(C1C=C(C(C)C)C(C2C=CC=CC=2P(C2CCCCC2)C2CCCCC2)=C(C(C)C)C=1)C.CC([O-])=O.[K+].Br[C:79]1[CH:86]=[CH:85][CH:84]=[C:83]([N:87]2[C:93](=[O:94])[C:92]3[CH:95]=[CH:96][C:97]([C:99]([CH3:102])([CH3:101])[CH3:100])=[CH:98][C:91]=3[O:90][CH2:89][CH2:88]2)[C:80]=1[CH:81]=[O:82].C([O-])([O-])=O.[K+].[K+].P(C1CCCCC1)(C1CCCCC1)C1CCCCC1, predict the reaction product. The product is: [C:99]([C:97]1[CH:96]=[CH:95][C:92]2[C:93](=[O:94])[N:87]([C:83]3[CH:84]=[CH:85][CH:86]=[C:79]([C:2]4[CH:3]=[C:4]([NH:10][C:11]5[CH:16]=[CH:15][C:14]([S:17]([CH3:20])(=[O:19])=[O:18])=[CH:13][N:12]=5)[C:5](=[O:9])[N:6]([CH3:8])[N:7]=4)[C:80]=3[CH:81]=[O:82])[CH2:88][CH2:89][O:90][C:91]=2[CH:98]=1)([CH3:102])([CH3:100])[CH3:101].